From a dataset of Full USPTO retrosynthesis dataset with 1.9M reactions from patents (1976-2016). Predict the reactants needed to synthesize the given product. (1) Given the product [NH2:14][C:12]([CH2:11][O:1][C:2]1[CH:3]=[C:4]([CH:7]=[CH:8][CH:9]=1)[CH:5]=[O:6])=[O:13], predict the reactants needed to synthesize it. The reactants are: [OH:1][C:2]1[CH:3]=[C:4]([CH:7]=[CH:8][CH:9]=1)[CH:5]=[O:6].Cl[CH2:11][C:12]([NH2:14])=[O:13].C(=O)([O-])[O-].[K+].[K+]. (2) Given the product [C:12]([C:16]1[CH:17]=[CH:18][C:19]([CH2:20][NH:21][CH2:25][CH2:24][C:2]2[CH:7]=[CH:6][C:5]([Cl:8])=[C:4]([CH:9]([CH3:11])[CH3:10])[CH:3]=2)=[CH:28][CH:29]=1)([CH3:14])([CH3:13])[CH3:15], predict the reactants needed to synthesize it. The reactants are: Br[C:2]1[CH:7]=[CH:6][C:5]([Cl:8])=[C:4]([CH:9]([CH3:11])[CH3:10])[CH:3]=1.[C:12]([C:16]1[CH:29]=[CH:28][C:19]([CH2:20][N:21]2[CH2:25][CH2:24]OS2(=O)=O)=[CH:18][CH:17]=1)([CH3:15])([CH3:14])[CH3:13]. (3) Given the product [NH2:7][C:8]1[O:9][CH2:10][CH2:11][C@:12]([C:16]2[CH:21]=[C:20]([NH:22][C:32]([C:29]3[CH:28]=[CH:27][C:26]([Cl:25])=[CH:31][N:30]=3)=[O:33])[CH:19]=[CH:18][C:17]=2[F:23])([CH2:14][CH3:15])[N:13]=1, predict the reactants needed to synthesize it. The reactants are: C(OC(=O)[NH:7][C:8]1[O:9][CH2:10][CH2:11][C@:12]([C:16]2[CH:21]=[C:20]([NH2:22])[CH:19]=[CH:18][C:17]=2[F:23])([CH2:14][CH3:15])[N:13]=1)(C)(C)C.[Cl:25][C:26]1[CH:27]=[CH:28][C:29]([C:32](O)=[O:33])=[N:30][CH:31]=1. (4) Given the product [Br:23][CH2:24]/[CH:25]=[CH:26]/[C:27]([NH:20][C:17]1[CH:18]=[C:19]2[C:14](=[CH:15][C:16]=1[O:21][CH3:22])[N:13]=[CH:12][N:11]=[C:10]2[NH:9][C:4]1[CH:5]=[CH:6][C:7]([F:8])=[C:2]([Cl:1])[CH:3]=1)=[O:28], predict the reactants needed to synthesize it. The reactants are: [Cl:1][C:2]1[CH:3]=[C:4]([NH:9][C:10]2[C:19]3[C:14](=[CH:15][C:16]([O:21][CH3:22])=[C:17]([NH2:20])[CH:18]=3)[N:13]=[CH:12][N:11]=2)[CH:5]=[CH:6][C:7]=1[F:8].[Br:23][CH2:24]/[CH:25]=[CH:26]/[C:27](Cl)=[O:28].O. (5) Given the product [CH3:2][O:3][C:4]([C@@H:6]1[CH2:10][CH2:9][CH2:8][C@@H:7]1[NH:11][CH2:30][C:29]1[CH:32]=[CH:33][C:26]([F:25])=[CH:27][CH:28]=1)=[O:5], predict the reactants needed to synthesize it. The reactants are: Cl.[CH3:2][O:3][C:4]([C@@H:6]1[CH2:10][CH2:9][CH2:8][C@@H:7]1[NH2:11])=[O:5].S([O-])([O-])(=O)=O.[Mg+2].C(N(CC)CC)C.[F:25][C:26]1[CH:33]=[CH:32][C:29]([CH:30]=O)=[CH:28][CH:27]=1.[BH4-].[Na+].C(=O)(O)[O-].[Na+]. (6) Given the product [O:11]1[CH2:16][CH2:15][CH2:14][CH2:13][CH:12]1[O:1][CH2:2][C:3]1[CH:10]=[CH:9][C:6]([C:7]#[N:8])=[CH:5][CH:4]=1, predict the reactants needed to synthesize it. The reactants are: [OH:1][CH2:2][C:3]1[CH:10]=[CH:9][C:6]([C:7]#[N:8])=[CH:5][CH:4]=1.[O:11]1[CH:16]=[CH:15][CH2:14][CH2:13][CH2:12]1. (7) The reactants are: Cl[C:2]1[CH:7]=[C:6]([CH3:8])[N:5]=[C:4]([C:9]2[CH:14]=[CH:13][CH:12]=[CH:11][C:10]=2[C:15]([F:18])([F:17])[F:16])[N:3]=1.[F:19][C:20]1[CH:21]=[C:22]2[C:26](=[CH:27][CH:28]=1)[NH:25][N:24]=[C:23]2[NH2:29].O.C(=O)(O)[O-].[Na+]. Given the product [F:19][C:20]1[CH:21]=[C:22]2[C:26](=[CH:27][CH:28]=1)[NH:25][N:24]=[C:23]2[NH:29][C:2]1[CH:7]=[C:6]([CH3:8])[N:5]=[C:4]([C:9]2[CH:14]=[CH:13][CH:12]=[CH:11][C:10]=2[C:15]([F:18])([F:17])[F:16])[N:3]=1, predict the reactants needed to synthesize it. (8) Given the product [C:1]([O:5][C:6]([N:8]1[CH2:9][CH2:10][CH2:11][CH2:12][CH:13]1[C:29](=[N:34][OH:35])[NH:38][C:23]([C:20]1[NH:19][N:18]=[CH:22][CH:21]=1)=[O:25])=[O:7])([CH3:2])([CH3:3])[CH3:4], predict the reactants needed to synthesize it. The reactants are: [C:1]([O:5][C:6]([N:8]1[CH2:13][CH2:12][CH2:11][CH:10](C(=N)NO)[CH2:9]1)=[O:7])([CH3:4])([CH3:3])[CH3:2].[N:18]1[NH:19][C:20]([C:23]([OH:25])=O)=[CH:21][CH:22]=1.C1C=C[C:29]2[N:34]([OH:35])N=NC=2C=1.CC[N:38]=C=NCCCN(C)C.Cl.C(N(CC)CC)C. (9) Given the product [NH2:1][CH2:2][C@@H:4]1[C@@H:8]([CH3:19])[NH:7][C:6](=[O:17])[CH2:5]1, predict the reactants needed to synthesize it. The reactants are: [NH2:1][C@H:2]([C@H:4]1[CH2:8][N:7]([C@H](C2C=CC=CC=2)C)[C:6](=[O:17])[CH2:5]1)C.F[C:19](F)(F)C(O)=O.